This data is from Reaction yield outcomes from USPTO patents with 853,638 reactions. The task is: Predict the reaction yield, written as a fraction of the theoretical maximum amount of product (1.0 means a 100% yield; for example, 0.34 means a 34% yield). (1) The reactants are I[C:2]1[CH:7]=[C:6]([CH3:8])[C:5]([O:9][CH:10]([CH3:12])[CH3:11])=[CH:4][C:3]=1[CH3:13].[Li]CCCC.[C:19](=[O:21])=[O:20].Cl. The catalyst is C1COCC1. The product is [CH:10]([O:9][C:5]1[C:6]([CH3:8])=[CH:7][C:2]([C:19]([OH:21])=[O:20])=[C:3]([CH3:13])[CH:4]=1)([CH3:12])[CH3:11]. The yield is 0.100. (2) The reactants are C(=O)([O-])[O-].[K+].[K+].[CH2:7]([N:10]=[C:11]=[O:12])[CH2:8][CH3:9].[CH3:13][C:14]1[NH:18][N:17]=[C:16]([O:19][C:20]2[CH:25]=[CH:24][C:23]([N+:26]([O-:28])=[O:27])=[C:22]([C:29]([F:32])([F:31])[F:30])[CH:21]=2)[CH:15]=1.Cl. The catalyst is C(OCC)(=O)C. The product is [CH2:7]([NH:10][C:11]([N:18]1[C:14]([CH3:13])=[CH:15][C:16]([O:19][C:20]2[CH:25]=[CH:24][C:23]([N+:26]([O-:28])=[O:27])=[C:22]([C:29]([F:30])([F:31])[F:32])[CH:21]=2)=[N:17]1)=[O:12])[CH2:8][CH3:9]. The yield is 0.690. (3) The reactants are [OH:1][C:2]1[NH:7][C:6](=[O:8])[N:5]([CH2:9][C:10]2[CH:15]=[CH:14][CH:13]=[CH:12][CH:11]=2)[C:4](=[O:16])[C:3]=1[C:17]([NH:19][CH2:20][C:21]([O:23][CH2:24][CH3:25])=[O:22])=[O:18].[C:26]([C:28]1[CH:29]=[C:30]([CH:33]=[CH:34][CH:35]=1)[CH2:31]Br)#[N:27].C(=O)([O-])[O-].[Na+].[Na+].Cl. The catalyst is CN(C)C=O. The product is [C:26]([C:28]1[CH:29]=[C:30]([CH2:31][N:7]2[C:2]([OH:1])=[C:3]([C:17]([NH:19][CH2:20][C:21]([O:23][CH2:24][CH3:25])=[O:22])=[O:18])[C:4](=[O:16])[N:5]([CH2:9][C:10]3[CH:11]=[CH:12][CH:13]=[CH:14][CH:15]=3)[C:6]2=[O:8])[CH:33]=[CH:34][CH:35]=1)#[N:27]. The yield is 0.650. (4) The reactants are [CH3:1][C:2]1([CH3:32])[O:6][C@H:5]([CH2:7][O:8][C:9]2[CH:14]=[CH:13][C:12]([C:15]([C:20]3[CH:25]=[CH:24][C:23]([CH2:26][C:27]([OH:29])=[O:28])=[C:22]([CH3:30])[CH:21]=3)([CH2:18][CH3:19])[CH2:16][CH3:17])=[CH:11][C:10]=2[CH3:31])[CH2:4][O:3]1.[CH3:33][C:34](O)([CH3:36])[CH3:35].C1CCC(N=C=NC2CCCCC2)CC1.O. The catalyst is C(Cl)Cl.CN(C1C=CN=CC=1)C. The product is [C:34]([O:28][C:27](=[O:29])[CH2:26][C:23]1[CH:24]=[CH:25][C:20]([C:15]([C:12]2[CH:13]=[CH:14][C:9]([O:8][CH2:7][C@@H:5]3[CH2:4][O:3][C:2]([CH3:1])([CH3:32])[O:6]3)=[C:10]([CH3:31])[CH:11]=2)([CH2:18][CH3:19])[CH2:16][CH3:17])=[CH:21][C:22]=1[CH3:30])([CH3:36])([CH3:35])[CH3:33]. The yield is 0.470. (5) The reactants are [NH2:1][C:2]1[N:7]=[C:6]([NH2:8])[C:5]([C:9]2[CH:14]=[CH:13][C:12]([NH2:15])=[CH:11][CH:10]=2)=[C:4]([CH2:16][O:17][CH2:18][CH:19]2[CH2:22][CH2:21][CH2:20]2)[N:3]=1.C([O-])(=O)C.[Na+].[C:28]([C:30]1[CH:37]=[CH:36][C:33]([CH:34]=O)=[CH:32][CH:31]=1)#[N:29].[BH3-]C#N.[Na+]. The catalyst is CO.C(O)(=O)C. The product is [NH2:1][C:2]1[N:7]=[C:6]([NH2:8])[C:5]([C:9]2[CH:10]=[CH:11][C:12]([NH:15][CH2:34][C:33]3[CH:36]=[CH:37][C:30]([C:28]#[N:29])=[CH:31][CH:32]=3)=[CH:13][CH:14]=2)=[C:4]([CH2:16][O:17][CH2:18][CH:19]2[CH2:22][CH2:21][CH2:20]2)[N:3]=1. The yield is 0.550. (6) The reactants are [Cl:1][C:2]1[C:3]([F:48])=[C:4]([CH:45]=[CH:46][CH:47]=1)[C:5]([N:7]([C@@H:22]([C:26]1[N:35]([NH:36][C:37]2[CH:42]=[CH:41][CH:40]=[CH:39][CH:38]=2)[C:34](=[O:43])[C:33]2[C:28](=[CH:29][C:30]([Cl:44])=[CH:31][CH:32]=2)[N:27]=1)[CH2:23][C:24]#[CH:25])[CH2:8][CH2:9][CH2:10][N:11]1C(=O)C2C(=CC=CC=2)C1=O)=[O:6].N#N.NN. The catalyst is CO. The product is [NH2:11][CH2:10][CH2:9][CH2:8][N:7]([C@@H:22]([C:26]1[N:35]([NH:36][C:37]2[CH:38]=[CH:39][CH:40]=[CH:41][CH:42]=2)[C:34](=[O:43])[C:33]2[C:28](=[CH:29][C:30]([Cl:44])=[CH:31][CH:32]=2)[N:27]=1)[CH2:23][C:24]#[CH:25])[C:5](=[O:6])[C:4]1[CH:45]=[CH:46][CH:47]=[C:2]([Cl:1])[C:3]=1[F:48]. The yield is 0.910. (7) The reactants are Br[C:2]1[CH:7]=[CH:6][CH:5]=[C:4]([F:8])[CH:3]=1.CON(C)[C:12]([C@@H:14]1[CH2:19][CH2:18][CH2:17][N:16]([C:20]([O:22][C:23]([CH3:26])([CH3:25])[CH3:24])=[O:21])[CH2:15]1)=[O:13]. The catalyst is C1COCC1. The product is [F:8][C:4]1[CH:3]=[C:2]([CH:7]=[CH:6][CH:5]=1)[C:12]([C@@H:14]1[CH2:19][CH2:18][CH2:17][N:16]([C:20]([O:22][C:23]([CH3:26])([CH3:25])[CH3:24])=[O:21])[CH2:15]1)=[O:13]. The yield is 1.00. (8) The reactants are [CH2:1]([O:3][CH:4]([O:11][CH2:12][CH3:13])[C:5]1[CH:10]=[CH:9][N:8]=[CH:7][CH:6]=1)[CH3:2].[I:14][CH3:15]. The catalyst is ClCCl. The product is [I-:14].[CH2:12]([O:11][CH:4]([O:3][CH2:1][CH3:2])[C:5]1[CH:6]=[CH:7][N+:8]([CH3:15])=[CH:9][CH:10]=1)[CH3:13]. The yield is 0.950. (9) The reactants are Br[C:2]1[CH:3]=[C:4]([S:8]([C:11]2[N:15]([C:16]3[CH:21]=[CH:20][CH:19]=[CH:18][C:17]=3[Cl:22])[N:14]=[C:13]([CH2:23][N:24]([CH3:32])[C:25](=[O:31])[O:26][C:27]([CH3:30])([CH3:29])[CH3:28])[CH:12]=2)(=[O:10])=[O:9])[CH:5]=[CH:6][CH:7]=1.O.[CH3:34][N:35](C)C=O. The catalyst is [C-]#N.[Zn+2].[C-]#N.[Pd].C1(P(C2C=CC=CC=2)C2C=CC=CC=2)C=CC=CC=1.C1(P(C2C=CC=CC=2)C2C=CC=CC=2)C=CC=CC=1.C1(P(C2C=CC=CC=2)C2C=CC=CC=2)C=CC=CC=1.C1(P(C2C=CC=CC=2)C2C=CC=CC=2)C=CC=CC=1. The product is [Cl:22][C:17]1[CH:18]=[CH:19][CH:20]=[CH:21][C:16]=1[N:15]1[C:11]([S:8]([C:4]2[CH:5]=[CH:6][CH:7]=[C:2]([C:34]#[N:35])[CH:3]=2)(=[O:10])=[O:9])=[CH:12][C:13]([CH2:23][N:24]([CH3:32])[C:25](=[O:31])[O:26][C:27]([CH3:30])([CH3:29])[CH3:28])=[N:14]1. The yield is 0.790. (10) The reactants are [O:1]1[C:5]2[CH:6]=[CH:7][CH:8]=[CH:9][C:4]=2[CH:3]=[C:2]1[CH2:10][CH:11]1[CH2:16][CH2:15][CH2:14][CH2:13][N:12]1[C:17]([C:19]1[N:20]=[C:21]([CH3:31])[S:22][C:23]=1[C:24]1[CH:29]=[CH:28][C:27]([F:30])=[CH:26][CH:25]=1)=[O:18].[Br:32]Br. The catalyst is C(OCC)C.ClCCl. The yield is 0.250. The product is [Br:32][C:3]1[C:4]2[CH:9]=[CH:8][CH:7]=[CH:6][C:5]=2[O:1][C:2]=1[CH2:10][CH:11]1[CH2:16][CH2:15][CH2:14][CH2:13][N:12]1[C:17]([C:19]1[N:20]=[C:21]([CH3:31])[S:22][C:23]=1[C:24]1[CH:29]=[CH:28][C:27]([F:30])=[CH:26][CH:25]=1)=[O:18].